Dataset: Reaction yield outcomes from USPTO patents with 853,638 reactions. Task: Predict the reaction yield, written as a fraction of the theoretical maximum amount of product (1.0 means a 100% yield; for example, 0.34 means a 34% yield). (1) The reactants are [NH2:1][C:2]1[C:3]([C:14]([O:16]C)=O)=[N:4][C:5]([C:8]2[CH:9]=[N:10][CH:11]=[CH:12][CH:13]=2)=[CH:6][N:7]=1.[NH2:18][NH2:19].CO. The catalyst is O. The product is [NH2:1][C:2]1[C:3]([C:14]([NH:18][NH2:19])=[O:16])=[N:4][C:5]([C:8]2[CH:9]=[N:10][CH:11]=[CH:12][CH:13]=2)=[CH:6][N:7]=1. The yield is 0.580. (2) The reactants are [CH3:1][C:2]1[CH:7]=[CH:6][N:5]=[C:4](Cl)[CH:3]=1.[NH2:9][C:10]1[S:11][CH:12]=[CH:13][N:14]=1.C(=O)([O-])[O-].[Na+].[Na+]. The catalyst is C1COCC1.C1C=CC(/C=C/C(/C=C/C2C=CC=CC=2)=O)=CC=1.C1C=CC(/C=C/C(/C=C/C2C=CC=CC=2)=O)=CC=1.C1C=CC(/C=C/C(/C=C/C2C=CC=CC=2)=O)=CC=1.[Pd].[Pd].CC1(C)C2C(=C(P(C3C=CC=CC=3)C3C=CC=CC=3)C=CC=2)OC2C(P(C3C=CC=CC=3)C3C=CC=CC=3)=CC=CC1=2. The product is [CH3:1][C:2]1[CH:7]=[CH:6][N:5]=[C:4]([NH:9][C:10]2[S:11][CH:12]=[CH:13][N:14]=2)[CH:3]=1. The yield is 0.670. (3) The reactants are BrC1C=C[C:5](NCC(OC)=O)=[N:6]C=1.[CH2:14]([N:16]1[C:24]2[C:19](=[CH:20][C:21]([F:25])=[CH:22][CH:23]=2)[C:18]([CH:26]=O)=[CH:17]1)[CH3:15].CN1C2C(=CC=CC=2)C(C)=C1C=O. No catalyst specified. The product is [CH2:14]([N:16]1[C:24]2[C:19](=[CH:20][C:21]([F:25])=[CH:22][CH:23]=2)[C:18]([CH2:26][NH:6][CH3:5])=[CH:17]1)[CH3:15]. The yield is 0.500. (4) The reactants are [C:1]([O:5][C:6]([NH:8][C:9]1[N:10]=[CH:11][N:12]([CH2:14][C:15](OCC)=[O:16])[CH:13]=1)=[O:7])([CH3:4])([CH3:3])[CH3:2].[Li+].[BH4-].CO.O. The catalyst is C1COCC1.C(OCC)(=O)C. The product is [OH:16][CH2:15][CH2:14][N:12]1[CH:13]=[C:9]([NH:8][C:6](=[O:7])[O:5][C:1]([CH3:3])([CH3:2])[CH3:4])[N:10]=[CH:11]1. The yield is 0.450. (5) The reactants are Br[C:2]1[C:6](Br)=[CH:5][S:4][CH:3]=1.[C:8]([Cu])#[N:9].[CH3:11][N:12](C=O)C. The catalyst is Cl. The product is [C:11]([C:2]1[C:6]([C:8]#[N:9])=[CH:5][S:4][CH:3]=1)#[N:12]. The yield is 0.690. (6) The reactants are C(OC1C=CN([CH2:15][C:16]([C:18]2[CH:23]=[CH:22][C:21]([CH2:24][OH:25])=[CH:20][C:19]=2[CH3:26])=[O:17])C(=O)C=1)C1C=CC=CC=1.[Cl:28][C:29]1[CH:30]=[CH:31][C:32]([CH2:35][O:36][C:37]2[CH:42]=[N:41][NH:40][C:39](=[O:43])[CH:38]=2)=[N:33][CH:34]=1. No catalyst specified. The product is [Cl:28][C:29]1[CH:30]=[CH:31][C:32]([CH2:35][O:36][C:37]2[CH:42]=[N:41][N:40]([CH2:15][C:16]([C:18]3[CH:23]=[CH:22][C:21]([CH2:24][OH:25])=[CH:20][C:19]=3[CH3:26])=[O:17])[C:39](=[O:43])[CH:38]=2)=[N:33][CH:34]=1. The yield is 0.910. (7) The reactants are [F:1][C:2]1[CH:7]=[CH:6][CH:5]=[C:4]([F:8])[C:3]=1[C:9]1[S:10][CH:11]=[C:12]([C:14]([O:16]CC)=[O:15])[N:13]=1.[Li+].[OH-].Cl. The catalyst is C1COCC1.CO. The product is [F:8][C:4]1[CH:5]=[CH:6][CH:7]=[C:2]([F:1])[C:3]=1[C:9]1[S:10][CH:11]=[C:12]([C:14]([OH:16])=[O:15])[N:13]=1. The yield is 0.880. (8) The reactants are Br[C:2]1[CH:7]=[CH:6][C:5]([C@@H:8]([N:10]2[CH2:15][CH2:14][C@:13]([CH2:22][C:23]([OH:26])([CH3:25])[CH3:24])([C:16]3[CH:21]=[CH:20][CH:19]=[CH:18][CH:17]=3)[O:12][C:11]2=[O:27])[CH3:9])=[CH:4][CH:3]=1.[CH3:28][C:29]1([CH3:45])[C:33]([CH3:35])([CH3:34])[O:32][B:31]([B:31]2[O:32][C:33]([CH3:35])([CH3:34])[C:29]([CH3:45])([CH3:28])[O:30]2)[O:30]1.CC([O-])=O.[K+]. The catalyst is CS(C)=O.C1C=CC(P([C]2[CH][CH][CH][CH]2)C2C=CC=CC=2)=CC=1.C1C=CC(P([C]2[CH][CH][CH][CH]2)C2C=CC=CC=2)=CC=1.Cl[Pd]Cl.[Fe]. The product is [OH:26][C:23]([CH3:25])([CH3:24])[CH2:22][C@@:13]1([C:16]2[CH:21]=[CH:20][CH:19]=[CH:18][CH:17]=2)[O:12][C:11](=[O:27])[N:10]([C@H:8]([C:5]2[CH:6]=[CH:7][C:2]([B:31]3[O:32][C:33]([CH3:35])([CH3:34])[C:29]([CH3:45])([CH3:28])[O:30]3)=[CH:3][CH:4]=2)[CH3:9])[CH2:15][CH2:14]1. The yield is 0.600. (9) The reactants are [Cl:1][C:2]1[CH:10]=[C:6]([C:7]([OH:9])=O)[C:5]([OH:11])=[CH:4][CH:3]=1.[NH2:12][C:13]1[S:14][CH:15]=[C:16]([C:18]2[CH:23]=[CH:22][CH:21]=[C:20]([C:24]([F:27])([F:26])[F:25])[CH:19]=2)[N:17]=1. No catalyst specified. The product is [Cl:1][C:2]1[CH:3]=[CH:4][C:5]([OH:11])=[C:6]([CH:10]=1)[C:7]([NH:12][C:13]1[S:14][CH:15]=[C:16]([C:18]2[CH:23]=[CH:22][CH:21]=[C:20]([C:24]([F:27])([F:25])[F:26])[CH:19]=2)[N:17]=1)=[O:9]. The yield is 0.310.